Dataset: Forward reaction prediction with 1.9M reactions from USPTO patents (1976-2016). Task: Predict the product of the given reaction. (1) Given the reactants [Cl:1][C:2]1[CH:3]=[C:4]([S:9]([N:12]([CH2:34][C:35]([OH:37])=[O:36])[C:13]2[CH:14]=[C:15]3[C:19](=[CH:20][CH:21]=2)[N:18]([C:22]2[N:23]=[N:24][C:25]([N:28]4[CH2:32][CH2:31][NH:30][C:29]4=[O:33])=[CH:26][CH:27]=2)[CH2:17][CH2:16]3)(=[O:11])=[O:10])[CH:5]=[C:6]([Cl:8])[CH:7]=1.[CH3:38][Si](C=[N+]=[N-])(C)C, predict the reaction product. The product is: [CH3:38][O:36][C:35](=[O:37])[CH2:34][N:12]([S:9]([C:4]1[CH:5]=[C:6]([Cl:8])[CH:7]=[C:2]([Cl:1])[CH:3]=1)(=[O:11])=[O:10])[C:13]1[CH:14]=[C:15]2[C:19](=[CH:20][CH:21]=1)[N:18]([C:22]1[N:23]=[N:24][C:25]([N:28]3[CH2:32][CH2:31][NH:30][C:29]3=[O:33])=[CH:26][CH:27]=1)[CH2:17][CH2:16]2. (2) Given the reactants [CH3:1][O:2][C:3]1[C:4]([CH2:8][CH2:9][OH:10])=[CH:5][S:6][CH:7]=1.N1C=CC=CC=1.[C:17]1([CH3:27])[CH:22]=[CH:21][C:20]([S:23](Cl)(=[O:25])=[O:24])=[CH:19][CH:18]=1, predict the reaction product. The product is: [CH3:1][O:2][C:3]1[C:4]([CH2:8][CH2:9][O:10][S:23]([C:20]2[CH:21]=[CH:22][C:17]([CH3:27])=[CH:18][CH:19]=2)(=[O:25])=[O:24])=[CH:5][S:6][CH:7]=1. (3) Given the reactants [Br:1][C:2]1[CH:10]=[C:9]2[C:5]([CH:6]=[N:7][NH:8]2)=[C:4]([N+:11]([O-:13])=[O:12])[CH:3]=1.[B-](F)(F)(F)[F:15].[B-](F)(F)(F)F.C1[N+]2(CCl)CC[N+](F)(CC2)C1.C(#N)C, predict the reaction product. The product is: [Br:1][C:2]1[CH:10]=[C:9]2[C:5]([C:6]([F:15])=[N:7][NH:8]2)=[C:4]([N+:11]([O-:13])=[O:12])[CH:3]=1.[Br:1][C:2]1[CH:10]=[C:9]2[C:5]([CH:6]=[N:7][NH:8]2)=[C:4]([N+:11]([O-:13])=[O:12])[CH:3]=1. (4) Given the reactants [CH3:1][O:2][C:3](=[O:25])[CH2:4][C:5]1(O)[C:14]2[C:9](=[CH:10][C:11]([S:15]([C:18]3[CH:23]=[CH:22][CH:21]=[CH:20][CH:19]=3)(=[O:17])=[O:16])=[CH:12][CH:13]=2)[CH2:8][CH2:7][CH2:6]1.C1(C)C=CC(S(O)(=O)=O)=CC=1.CCOC(C)=O, predict the reaction product. The product is: [CH3:1][O:2][C:3](=[O:25])[CH:4]=[C:5]1[C:14]2[C:9](=[CH:10][C:11]([S:15]([C:18]3[CH:19]=[CH:20][CH:21]=[CH:22][CH:23]=3)(=[O:16])=[O:17])=[CH:12][CH:13]=2)[CH2:8][CH2:7][CH2:6]1.